Task: Predict the product of the given reaction.. Dataset: Forward reaction prediction with 1.9M reactions from USPTO patents (1976-2016) The product is: [N+:2]([C:5]1[CH:6]=[C:7]([N:11]2[CH:18]=[N:13][CH:14]=[N:12]2)[CH:8]=[CH:9][CH:10]=1)([O-:4])=[O:3]. Given the reactants Cl.[N+:2]([C:5]1[CH:6]=[C:7]([NH:11][NH2:12])[CH:8]=[CH:9][CH:10]=1)([O-:4])=[O:3].[N:13]1[CH:18]=NC=N[CH:14]=1.C(=O)(O)[O-].[Na+], predict the reaction product.